From a dataset of Reaction yield outcomes from USPTO patents with 853,638 reactions. Predict the reaction yield, written as a fraction of the theoretical maximum amount of product (1.0 means a 100% yield; for example, 0.34 means a 34% yield). (1) The reactants are Br[CH2:2][C:3]1[CH:8]=[CH:7][C:6]([Cl:9])=[C:5]([O:10][CH3:11])[CH:4]=1.[C-:12]#[N:13].[Na+]. No catalyst specified. The product is [Cl:9][C:6]1[CH:7]=[CH:8][C:3]([CH2:2][C:12]#[N:13])=[CH:4][C:5]=1[O:10][CH3:11]. The yield is 0.480. (2) The product is [C:1]12([C:11]3[CH:12]=[C:13]([C:29]4[CH:34]=[N:33][C:32](/[CH:35]=[CH:36]/[C:37]([O:39][CH2:40][CH3:41])=[O:38])=[CH:31][N:30]=4)[CH:14]=[CH:15][C:16]=3[O:17][CH2:18][C:19]3[CH:24]=[CH:23][CH:22]=[CH:21][CH:20]=3)[CH2:10][CH:5]3[CH2:6][CH:7]([CH2:9][CH:3]([CH2:4]3)[CH2:2]1)[CH2:8]2. The catalyst is COCCOC.C1C=CC([P]([Pd]([P](C2C=CC=CC=2)(C2C=CC=CC=2)C2C=CC=CC=2)([P](C2C=CC=CC=2)(C2C=CC=CC=2)C2C=CC=CC=2)[P](C2C=CC=CC=2)(C2C=CC=CC=2)C2C=CC=CC=2)(C2C=CC=CC=2)C2C=CC=CC=2)=CC=1. The yield is 0.910. The reactants are [C:1]12([C:11]3[CH:12]=[C:13](B(O)O)[CH:14]=[CH:15][C:16]=3[O:17][CH2:18][C:19]3[CH:24]=[CH:23][CH:22]=[CH:21][CH:20]=3)[CH2:10][CH:5]3[CH2:6][CH:7]([CH2:9][CH:3]([CH2:4]3)[CH2:2]1)[CH2:8]2.Br[C:29]1[N:30]=[CH:31][C:32](/[CH:35]=[CH:36]/[C:37]([O:39][CH2:40][CH3:41])=[O:38])=[N:33][CH:34]=1. (3) The reactants are C(OC([N:8]1[CH2:13][CH2:12][N:11]([CH2:14][C:15]2[N:16]([CH3:41])[C:17]3[C:22]([N:23]=2)=[C:21]([N:24]2[CH2:29][CH2:28][O:27][CH2:26][CH2:25]2)[N:20]=[C:19]([N:30]2[C:34]4[CH:35]=[CH:36][CH:37]=[CH:38][C:33]=4[N:32]=[C:31]2[CH2:39][CH3:40])[N:18]=3)[C:10](=[O:42])[CH:9]1[CH:43]([CH3:45])[CH3:44])=O)(C)(C)C.C(O)(C(F)(F)F)=O. The catalyst is C(Cl)Cl. The product is [CH2:39]([C:31]1[N:30]([C:19]2[N:18]=[C:17]3[C:22]([N:23]=[C:15]([CH2:14][N:11]4[CH2:12][CH2:13][NH:8][CH:9]([CH:43]([CH3:45])[CH3:44])[C:10]4=[O:42])[N:16]3[CH3:41])=[C:21]([N:24]3[CH2:29][CH2:28][O:27][CH2:26][CH2:25]3)[N:20]=2)[C:34]2[CH:35]=[CH:36][CH:37]=[CH:38][C:33]=2[N:32]=1)[CH3:40]. The yield is 0.670. (4) The product is [Cl:23][C:24]1[CH:29]=[C:28]([Cl:30])[CH:27]=[CH:26][C:25]=1[CH:31]([N:7]1[C:8]([CH2:10][CH2:11][C:12]([O:14][CH2:15][CH3:16])=[O:13])=[CH:9][C:5]([O:4][CH2:1][CH2:2][CH3:3])=[N:6]1)[CH3:32]. The yield is 0.200. The catalyst is O. The reactants are [CH2:1]([O:4][C:5]1[CH:9]=[C:8]([CH2:10][CH2:11][C:12]([O:14][CH2:15][CH3:16])=[O:13])[NH:7][N:6]=1)[CH2:2][CH3:3].C(=O)([O-])[O-].[K+].[K+].[Cl:23][C:24]1[CH:29]=[C:28]([Cl:30])[CH:27]=[CH:26][C:25]=1[CH:31](Cl)[CH3:32].CN(C)C=O.